Dataset: Catalyst prediction with 721,799 reactions and 888 catalyst types from USPTO. Task: Predict which catalyst facilitates the given reaction. (1) Reactant: [Cl:1][C:2]1[N:7]=[C:6](Cl)[CH:5]=[C:4]([C:9]([O:11][CH3:12])=[O:10])[N:3]=1.[NH:13]1[CH2:17][CH2:16][CH2:15][CH2:14]1.C(=O)([O-])[O-].[Na+].[Na+]. Product: [Cl:1][C:2]1[N:3]=[C:4]([C:9]([O:11][CH3:12])=[O:10])[CH:5]=[C:6]([N:13]2[CH2:17][CH2:16][CH2:15][CH2:14]2)[N:7]=1. The catalyst class is: 5. (2) Reactant: [C:1]([O:5][C:6]([NH:8][CH:9]([C:16]1[CH:21]=[CH:20][CH:19]=[CH:18][CH:17]=1)[CH2:10][CH2:11][C:12](OC)=[O:13])=[O:7])([CH3:4])([CH3:3])[CH3:2].CC(C[Al]CC(C)C)C. Product: [C:1]([O:5][C:6]([NH:8][CH:9]([C:16]1[CH:17]=[CH:18][CH:19]=[CH:20][CH:21]=1)[CH2:10][CH2:11][CH2:12][OH:13])=[O:7])([CH3:4])([CH3:2])[CH3:3]. The catalyst class is: 4. (3) Reactant: [Br:1][C:2]1[CH:7]=[C:6]([Cl:8])[CH:5]=[CH:4][C:3]=1[CH2:9]O.C(Br)(Br)(Br)[Br:12].C1(P(C2C=CC=CC=2)C2C=CC=CC=2)C=CC=CC=1.CCCCCC. Product: [Br:1][C:2]1[CH:7]=[C:6]([Cl:8])[CH:5]=[CH:4][C:3]=1[CH2:9][Br:12]. The catalyst class is: 2. (4) Reactant: [CH:1]([N:4](CC)C(C)C)(C)C.F[P-](F)(F)(F)(F)F.CN(C(ON1C2=NC=CC=C2N=N1)=[N+](C)C)C.[C:34]([O:38][C:39]([NH:41][CH2:42][C@H:43]1[CH2:48][CH2:47][C@H:46]([C:49]([NH:51][C@H:52]([C:69](=[O:82])[NH:70][C:71]2[CH:76]=[CH:75][C:74]([C:77]3[N:78]=[N:79][NH:80][N:81]=3)=[CH:73][CH:72]=2)[CH2:53][C:54]2[CH:59]=[CH:58][C:57]([C:60]3[C:61]([C:66]([OH:68])=O)=[CH:62][CH:63]=[CH:64][CH:65]=3)=[CH:56][CH:55]=2)=[O:50])[CH2:45][CH2:44]1)=[O:40])([CH3:37])([CH3:36])[CH3:35].Cl.CN. Product: [CH3:1][NH:4][C:66]([C:61]1[CH:62]=[CH:63][CH:64]=[CH:65][C:60]=1[C:57]1[CH:58]=[CH:59][C:54]([CH2:53][C@H:52]([NH:51][C:49]([C@H:46]2[CH2:45][CH2:44][C@H:43]([CH2:42][NH:41][C:39](=[O:40])[O:38][C:34]([CH3:36])([CH3:37])[CH3:35])[CH2:48][CH2:47]2)=[O:50])[C:69](=[O:82])[NH:70][C:71]2[CH:76]=[CH:75][C:74]([C:77]3[N:78]=[N:79][NH:80][N:81]=3)=[CH:73][CH:72]=2)=[CH:55][CH:56]=1)=[O:68]. The catalyst class is: 3. (5) The catalyst class is: 1. Reactant: [I:1][C:2]1[C:10]2[C:5](=[CH:6][C:7]([S:11]([CH3:14])(=[O:13])=[O:12])=[CH:8][CH:9]=2)[NH:4][N:3]=1.[CH3:15]C(C)([O-])C.[K+].IC. Product: [I:1][C:2]1[C:10]2[C:5](=[CH:6][C:7]([S:11]([CH3:14])(=[O:12])=[O:13])=[CH:8][CH:9]=2)[N:4]([CH3:15])[N:3]=1.